Dataset: Forward reaction prediction with 1.9M reactions from USPTO patents (1976-2016). Task: Predict the product of the given reaction. (1) Given the reactants [N+:1]([C:4]1[CH:9]=[CH:8][C:7]([NH:10][CH2:11][CH2:12][NH:13][C:14](=[O:19])[C:15]([F:18])([F:17])[F:16])=[C:6]([CH3:20])[CH:5]=1)([O-])=O.CO.Cl, predict the reaction product. The product is: [NH2:1][C:4]1[CH:9]=[CH:8][C:7]([NH:10][CH2:11][CH2:12][NH:13][C:14](=[O:19])[C:15]([F:16])([F:17])[F:18])=[C:6]([CH3:20])[CH:5]=1. (2) Given the reactants [Br:1][C:2]1[CH:6]=[C:5]([N:7]2[CH2:11][CH2:10][CH2:9][C@@H:8]2[CH2:12][OH:13])[N:4]([CH3:14])[N:3]=1.[CH3:15]N(C)C=O.[H-].[Na+].CI, predict the reaction product. The product is: [Br:1][C:2]1[CH:6]=[C:5]([N:7]2[CH2:11][CH2:10][CH2:9][C@@H:8]2[CH2:12][O:13][CH3:15])[N:4]([CH3:14])[N:3]=1. (3) Given the reactants [Cl:1][C:2]1[CH:3]=[C:4]([C:12]2[O:16][N:15]=[C:14]([C:17]3[CH:18]=[C:19]4[C:23](=[CH:24][CH:25]=3)[NH:22][CH:21]=[CH:20]4)[N:13]=2)[CH:5]=[CH:6][C:7]=1[O:8][CH:9]([CH3:11])[CH3:10].[Br:26]Br, predict the reaction product. The product is: [Br:26][C:20]1[C:19]2[C:23](=[CH:24][CH:25]=[C:17]([C:14]3[N:13]=[C:12]([C:4]4[CH:5]=[CH:6][C:7]([O:8][CH:9]([CH3:11])[CH3:10])=[C:2]([Cl:1])[CH:3]=4)[O:16][N:15]=3)[CH:18]=2)[NH:22][CH:21]=1. (4) Given the reactants [Br:1][C:2]1[CH:7]=[CH:6][C:5]([OH:8])=[CH:4][CH:3]=1.[H-].[Na+].Cl[CH2:12][C:13]1([CH3:17])[CH2:16][O:15][CH2:14]1, predict the reaction product. The product is: [Br:1][C:2]1[CH:7]=[CH:6][C:5]([O:8][CH2:12][C:13]2([CH3:17])[CH2:16][O:15][CH2:14]2)=[CH:4][CH:3]=1. (5) Given the reactants [Cl:1][C:2]1[N:11]=[C:10](Cl)[C:9]2[C:4](=[CH:5][C:6]([O:15][CH3:16])=[C:7]([O:13][CH3:14])[CH:8]=2)[N:3]=1.[CH3:17][NH:18][C:19]1[CH:24]=[CH:23][C:22]([CH3:25])=[CH:21][CH:20]=1, predict the reaction product. The product is: [Cl:1][C:2]1[N:11]=[C:10]([N:18]([C:19]2[CH:24]=[CH:23][C:22]([CH3:25])=[CH:21][CH:20]=2)[CH3:17])[C:9]2[C:4](=[CH:5][C:6]([O:15][CH3:16])=[C:7]([O:13][CH3:14])[CH:8]=2)[N:3]=1. (6) The product is: [Cl:8][C:9]1[CH:16]=[C:15]([Cl:17])[CH:14]=[CH:13][C:10]=1[CH:11]=[C:2]([C:3](=[O:4])[CH3:5])[C:1]([NH2:7])=[O:6]. Given the reactants [C:1]([NH2:7])(=[O:6])[CH2:2][C:3]([CH3:5])=[O:4].[Cl:8][C:9]1[CH:16]=[C:15]([Cl:17])[CH:14]=[CH:13][C:10]=1[CH:11]=O.N1CCCCC1.C(O)(=O)C, predict the reaction product.